From a dataset of Catalyst prediction with 721,799 reactions and 888 catalyst types from USPTO. Predict which catalyst facilitates the given reaction. Reactant: [C:1]([O:4][C:5](=[O:7])[CH3:6])(=O)[CH3:2].O.[N+:9]1([O-])[CH:14]=[CH:13][CH:12]=[C:11]2[CH2:15]CC[C:10]=12. Product: [C:5]([O:4][CH:1]1[C:10]2=[N:9][CH:14]=[CH:13][CH:12]=[C:11]2[CH2:15][CH2:2]1)(=[O:7])[CH3:6]. The catalyst class is: 28.